Dataset: Catalyst prediction with 721,799 reactions and 888 catalyst types from USPTO. Task: Predict which catalyst facilitates the given reaction. (1) Reactant: [C:1]([O:5][C:6](=[O:29])[NH:7][C@@H:8]([CH2:24][CH2:25][CH2:26][CH2:27][NH2:28])[C:9]([N:11]([CH2:18][C:19]1[S:20][CH:21]=[CH:22][CH:23]=1)[CH2:12][C:13]1[S:14][CH:15]=[CH:16][CH:17]=1)=[O:10])([CH3:4])([CH3:3])[CH3:2].C(N(CC)C(C)C)(C)C.[S:39]1[CH:43]=[CH:42][CH:41]=[C:40]1[CH2:44][C:45](Cl)=[O:46]. Product: [C:1]([O:5][C:6](=[O:29])[NH:7][C@@H:8]([CH2:24][CH2:25][CH2:26][CH2:27][NH:28][C:45](=[O:46])[CH2:44][C:40]1[S:39][CH:43]=[CH:42][CH:41]=1)[C:9]([N:11]([CH2:12][C:13]1[S:14][CH:15]=[CH:16][CH:17]=1)[CH2:18][C:19]1[S:20][CH:21]=[CH:22][CH:23]=1)=[O:10])([CH3:4])([CH3:2])[CH3:3]. The catalyst class is: 4. (2) Reactant: [C:1]([C:5]1[CH:6]=[C:7]2[C:12](=[C:13]([F:15])[CH:14]=1)[C:11](=[O:16])[N:10]([C:17]1[C:18]([CH:30]=[O:31])=[C:19]([N:23]3[CH:27]=[CH:26][C:25]([C:28]#[N:29])=[N:24]3)[CH:20]=[CH:21][CH:22]=1)[N:9]=[CH:8]2)([CH3:4])([CH3:3])[CH3:2].[BH4-].[Na+].C(Cl)Cl.[NH4+].[Cl-]. Product: [C:1]([C:5]1[CH:6]=[C:7]2[C:12](=[C:13]([F:15])[CH:14]=1)[C:11](=[O:16])[N:10]([C:17]1[C:18]([CH2:30][OH:31])=[C:19]([N:23]3[CH:27]=[CH:26][C:25]([C:28]#[N:29])=[N:24]3)[CH:20]=[CH:21][CH:22]=1)[N:9]=[CH:8]2)([CH3:4])([CH3:2])[CH3:3]. The catalyst class is: 5. (3) Reactant: [OH:1][C:2]1[C:11](O)=[CH:10][CH:9]=[CH:8][C:3]=1[C:4]([O:6][CH3:7])=[O:5].C(=O)([O-])[O-].[K+].[K+].CN([CH:22]=[O:23])C.[CH2:24](Br)[CH2:25][CH2:26][CH2:27][CH2:28][CH2:29][CH2:30][CH2:31][CH2:32][CH2:33][CH2:34][CH2:35][CH2:36][CH2:37][CH2:38][CH2:39][CH2:40][CH2:41][CH2:42][CH3:43]. Product: [CH2:24]([O:1][C:2]1[C:11]([O:23][CH2:22][CH2:42][CH2:41][CH2:40][CH2:39][CH2:38][CH2:37][CH2:36][CH2:35][CH2:34][CH2:33][CH2:32][CH2:31][CH2:30][CH2:29][CH2:28][CH2:27][CH2:26][CH2:25][CH3:24])=[CH:10][CH:9]=[CH:8][C:3]=1[C:4]([O:6][CH3:7])=[O:5])[CH2:25][CH2:26][CH2:27][CH2:28][CH2:29][CH2:30][CH2:31][CH2:32][CH2:33][CH2:34][CH2:35][CH2:36][CH2:37][CH2:38][CH2:39][CH2:40][CH2:41][CH2:42][CH3:43]. The catalyst class is: 24. (4) Reactant: Cl[C:2]1[CH:16]=[CH:15][C:5]2[C:6](=[O:14])[NH:7][C:8]3[C:13]([C:4]=2[CH:3]=1)=[CH:12][CH:11]=[CH:10][N:9]=3.C[C:18]1[CH:19]=[C:20]([CH:23]=[CH:24][CH:25]=1)[CH2:21][NH2:22].[CH:26]1(P(C2CCCCC2)C2C=CC=CC=2C2C(C(C)C)=CC(C(C)C)=CC=2C(C)C)CCCCC1.CC(C)([O-])C.[Na+]. Product: [CH3:26][C:19]1[CH:18]=[CH:25][CH:24]=[CH:23][C:20]=1[CH2:21][NH:22][C:2]1[CH:16]=[CH:15][C:5]2[C:6](=[O:14])[NH:7][C:8]3[C:13]([C:4]=2[CH:3]=1)=[CH:12][CH:11]=[CH:10][N:9]=3. The catalyst class is: 160. (5) Product: [F:1][C:2]1[CH:7]=[CH:6][CH:5]=[CH:4][C:3]=1[CH:8]([OH:24])[CH2:9][CH:10]1[CH2:15][CH2:14][N:13]([CH2:16][C:17]2[C:18](=[O:23])[NH:19][CH:20]=[CH:21][N:22]=2)[CH2:12][CH2:11]1. The catalyst class is: 5. Reactant: [F:1][C:2]1[CH:7]=[CH:6][CH:5]=[CH:4][C:3]=1[C:8](=[O:24])[CH2:9][CH:10]1[CH2:15][CH2:14][N:13]([CH2:16][C:17]2[C:18](=[O:23])[NH:19][CH:20]=[CH:21][N:22]=2)[CH2:12][CH2:11]1.[BH4-].[Na+].CC(C)=O. (6) Reactant: FC(F)(F)C(O)=O.FC(F)(F)C(O)=O.[NH2:15][CH2:16][C@H:17]1[CH2:22][CH2:21][C@H:20]([N:23]2[C:27]3=[C:28]4[S:34][CH:33]=[CH:32][C:29]4=[N:30][CH:31]=[C:26]3[N:25]=[C:24]2[C@H:35]([OH:37])[CH3:36])[CH2:19][CH2:18]1.C(N(CC)CC)C.Cl[C:46]([O:48][CH:49]([CH3:51])[CH3:50])=[O:47]. Product: [OH:37][C@@H:35]([C:24]1[N:23]([C@H:20]2[CH2:21][CH2:22][C@H:17]([CH2:16][NH:15][C:46](=[O:47])[O:48][CH:49]([CH3:51])[CH3:50])[CH2:18][CH2:19]2)[C:27]2=[C:28]3[S:34][CH:33]=[CH:32][C:29]3=[N:30][CH:31]=[C:26]2[N:25]=1)[CH3:36]. The catalyst class is: 390. (7) Reactant: [Cl:1][C:2]1[CH:7]=[CH:6][C:5]([CH:8]([N:16]=[C:17]=[S:18])[CH2:9][C:10]2[CH:15]=[CH:14][CH:13]=[CH:12][CH:11]=2)=[CH:4][CH:3]=1.[CH2:19]([CH2:21][NH2:22])[OH:20]. Product: [Cl:1][C:2]1[CH:3]=[CH:4][C:5]([CH:8]([NH:16][C:17]([NH:22][CH2:21][CH2:19][OH:20])=[S:18])[CH2:9][C:10]2[CH:15]=[CH:14][CH:13]=[CH:12][CH:11]=2)=[CH:6][CH:7]=1. The catalyst class is: 22.